This data is from Catalyst prediction with 721,799 reactions and 888 catalyst types from USPTO. The task is: Predict which catalyst facilitates the given reaction. (1) Reactant: [Br:1][C:2]1[CH:7]=[CH:6][C:5]([C@@H:8](O)[CH2:9][N:10]2[CH2:15][CH2:14][O:13][CH2:12][CH2:11]2)=[CH:4][CH:3]=1.C(N(CC)CC)C.CS([Cl:28])(=O)=O. Product: [Br:1][C:2]1[CH:7]=[CH:6][C:5]([C@@H:8]([Cl:28])[CH2:9][N:10]2[CH2:15][CH2:14][O:13][CH2:12][CH2:11]2)=[CH:4][CH:3]=1. The catalyst class is: 2. (2) Reactant: [CH2:1]([S:7]([OH:10])(=[O:9])=[O:8])[CH2:2][S:3]([OH:6])(=[O:5])=[O:4].[CH3:11][N:12]([CH2:19][CH2:20][O:21][C:22]1[CH:35]=[CH:34][C:25]([CH2:26][CH:27]2[S:31][C:30](=[O:32])[NH:29][C:28]2=[O:33])=[CH:24][CH:23]=1)[C:13]1[CH:18]=[CH:17][CH:16]=[CH:15][N:14]=1. Product: [CH2:1]([S:7]([OH:10])(=[O:9])=[O:8])[CH2:2][S:3]([OH:6])(=[O:5])=[O:4].[CH3:11][N:12]([CH2:19][CH2:20][O:21][C:22]1[CH:35]=[CH:34][C:25]([CH2:26][CH:27]2[S:31][C:30](=[O:32])[NH:29][C:28]2=[O:33])=[CH:24][CH:23]=1)[C:13]1[CH:18]=[CH:17][CH:16]=[CH:15][N:14]=1. The catalyst class is: 47. (3) Reactant: C([O:5][C:6](=O)[NH:7][CH2:8][CH2:9][CH2:10][NH:11][C:12]([C:14]1[N:15]=[CH:16][C:17]2[C:18](=[O:32])[N:19]([CH2:25][C:26]3[CH:31]=[CH:30][CH:29]=[CH:28][CH:27]=3)[CH:20]=[CH:21][C:22]=2[C:23]=1[OH:24])=[O:13])(C)(C)C.FC(F)(F)C(O)=O.C(N(CC)CC)C.C(OCC)=O. Product: [CH:6]([NH:7][CH2:8][CH2:9][CH2:10][NH:11][C:12]([C:14]1[N:15]=[CH:16][C:17]2[C:18](=[O:32])[N:19]([CH2:25][C:26]3[CH:27]=[CH:28][CH:29]=[CH:30][CH:31]=3)[CH:20]=[CH:21][C:22]=2[C:23]=1[OH:24])=[O:13])=[O:5]. The catalyst class is: 168. (4) Reactant: C[O:2][C:3]1[CH:4]=[C:5]([C:14]2[N:18]([C:19]3[CH:24]=[CH:23][C:22]([C:25]([F:28])([F:27])[F:26])=[CH:21][N:20]=3)[CH:17]=[N:16][CH:15]=2)[CH:6]=[C:7]([N+:11]([O-:13])=[O:12])[C:8]=1[O:9]C. Product: [N+:11]([C:7]1[CH:6]=[C:5]([C:14]2[N:18]([C:19]3[CH:24]=[CH:23][C:22]([C:25]([F:28])([F:27])[F:26])=[CH:21][N:20]=3)[CH:17]=[N:16][CH:15]=2)[CH:4]=[C:3]([OH:2])[C:8]=1[OH:9])([O-:13])=[O:12]. The catalyst class is: 201. (5) Reactant: [CH:1]1([OH:6])[CH2:5][CH2:4][CH2:3][CH2:2]1.[H-].[Na+].Br[C:10]1[N:18]([CH2:19][C:20]2[CH:25]=[CH:24][C:23]([Cl:26])=[CH:22][CH:21]=2)[C:17]2[C:16](=[O:27])[N:15]([CH2:28][CH2:29][CH2:30][O:31][CH:32]3[CH2:37][CH2:36][CH2:35][CH2:34][O:33]3)[C:14](=[O:38])[N:13]([CH3:39])[C:12]=2[N:11]=1.[Cl-].[NH4+]. Product: [Cl:26][C:23]1[CH:22]=[CH:21][C:20]([CH2:19][N:18]2[C:17]3[C:16](=[O:27])[N:15]([CH2:28][CH2:29][CH2:30][O:31][CH:32]4[CH2:37][CH2:36][CH2:35][CH2:34][O:33]4)[C:14](=[O:38])[N:13]([CH3:39])[C:12]=3[N:11]=[C:10]2[O:6][CH:1]2[CH2:5][CH2:4][CH2:3][CH2:2]2)=[CH:25][CH:24]=1. The catalyst class is: 1.